This data is from Cav3 T-type calcium channel HTS with 100,875 compounds. The task is: Binary Classification. Given a drug SMILES string, predict its activity (active/inactive) in a high-throughput screening assay against a specified biological target. (1) The compound is O=c1[nH]c(=O)n(c2nc(N3CCC(CC3)Cc3ccccc3)n(c12)CCC)C. The result is 0 (inactive). (2) The molecule is O1C2C3C(C1C=C2)C(=O)N(NC(=O)c1c(OC)cccc1)C3=O. The result is 0 (inactive). (3) The molecule is Fc1c(NC(=O)CCn2cccc2)cccc1. The result is 0 (inactive). (4) The molecule is S(=O)(=O)(N(c1cc2OCCOc2cc1)CC(=O)Nc1cccnc1)C. The result is 0 (inactive). (5) The drug is Clc1ccc(CNC(=O)CS(=O)Cc2nc(oc2C)c2ccc(cc2)C)cc1. The result is 1 (active). (6) The compound is s\1c2c(n(c1=N/c1ccccc1)C)cccc2. The result is 0 (inactive).